This data is from Full USPTO retrosynthesis dataset with 1.9M reactions from patents (1976-2016). The task is: Predict the reactants needed to synthesize the given product. (1) Given the product [S:16]1[C:20]([C:2]2[C:10]3[C:5](=[N:6][CH:7]=[N:8][C:9]=3[NH2:11])[N:4]([C:12]([CH3:15])([CH3:14])[CH3:13])[N:3]=2)=[CH:19][C:18]2[CH:24]=[CH:25][CH:26]=[CH:27][C:17]1=2, predict the reactants needed to synthesize it. The reactants are: Br[C:2]1[C:10]2[C:5](=[N:6][CH:7]=[N:8][C:9]=2[NH2:11])[N:4]([C:12]([CH3:15])([CH3:14])[CH3:13])[N:3]=1.[S:16]1[C:20](B(O)O)=[CH:19][C:18]2[CH:24]=[CH:25][CH:26]=[CH:27][C:17]1=2.C(=O)([O-])[O-].[Na+].[Na+].O. (2) Given the product [CH2:12]([O:11][C:9]([NH:8][C@H:7]1[CH2:6][CH2:5][N:4]([C:19]([O:21][C:22]([CH3:25])([CH3:24])[CH3:23])=[O:20])[CH2:3][C@H:2]1[NH:1][C:26]([O:35][CH2:36][CH2:37][Si:38]([CH3:41])([CH3:40])[CH3:39])=[O:27])=[O:10])[C:13]1[CH:14]=[CH:15][CH:16]=[CH:17][CH:18]=1, predict the reactants needed to synthesize it. The reactants are: [NH2:1][C@H:2]1[C@@H:7]([NH:8][C:9]([O:11][CH2:12][C:13]2[CH:18]=[CH:17][CH:16]=[CH:15][CH:14]=2)=[O:10])[CH2:6][CH2:5][N:4]([C:19]([O:21][C:22]([CH3:25])([CH3:24])[CH3:23])=[O:20])[CH2:3]1.[C:26](=O)([O:35][CH2:36][CH2:37][Si:38]([CH3:41])([CH3:40])[CH3:39])[O:27]N1C(=O)CCC1=O.C(N(CC)CC)C.